This data is from Catalyst prediction with 721,799 reactions and 888 catalyst types from USPTO. The task is: Predict which catalyst facilitates the given reaction. (1) Reactant: [CH3:1][C:2]1[CH:7]=[C:6]([CH3:8])[CH:5]=[C:4]([N+:9]([O-:11])=[O:10])[C:3]=1[NH:12][C:13](=[O:15])[CH3:14].[H-].[Na+].I[CH2:19][CH2:20][CH3:21]. Product: [CH3:1][C:2]1[CH:7]=[C:6]([CH3:8])[CH:5]=[C:4]([N+:9]([O-:11])=[O:10])[C:3]=1[N:12]([CH2:19][CH2:20][CH3:21])[C:13](=[O:15])[CH3:14]. The catalyst class is: 49. (2) Reactant: [CH3:1][N:2]1[C:6]([NH:7][C:8]([C:21]2[CH:26]=[CH:25][CH:24]=[CH:23][CH:22]=2)([C:15]2[CH:20]=[CH:19][CH:18]=[CH:17][CH:16]=2)[C:9]2[CH:14]=[CH:13][CH:12]=[CH:11][CH:10]=2)=[C:5]([NH:27][C:28](=O)[O:29]C2C=CC=CC=2)[CH:4]=[N:3]1.[NH:37]1[CH2:41][CH2:40][CH:39]([NH:42][C:43](=[O:49])[O:44][C:45]([CH3:48])([CH3:47])[CH3:46])[CH2:38]1.C(N(C(C)C)C(C)C)C. Product: [CH3:1][N:2]1[C:6]([NH:7][C:8]([C:15]2[CH:16]=[CH:17][CH:18]=[CH:19][CH:20]=2)([C:21]2[CH:26]=[CH:25][CH:24]=[CH:23][CH:22]=2)[C:9]2[CH:10]=[CH:11][CH:12]=[CH:13][CH:14]=2)=[C:5]([NH:27][C:28]([N:37]2[CH2:41][CH2:40][CH:39]([NH:42][C:43](=[O:49])[O:44][C:45]([CH3:46])([CH3:48])[CH3:47])[CH2:38]2)=[O:29])[CH:4]=[N:3]1. The catalyst class is: 2. (3) Reactant: Cl[C:2]1[CH:3]=[CH:4][C:5]2[N:11]3[CH2:12][C@H:8]([CH2:9][CH2:10]3)[N:7]([C:13]([NH:15][C:16]3[CH:21]=[N:20][CH:19]=[CH:18][N:17]=3)=[O:14])[C:6]=2[N:22]=1.[CH3:23][N:24]1[CH:28]=[C:27](B(O)O)[CH:26]=[N:25]1.[O-]P([O-])([O-])=O.[K+].[K+].[K+].CC(C1C=C(C(C)C)C(C2C=CC=CC=2P(C2CCCCC2)C2CCCCC2)=C(C(C)C)C=1)C. Product: [CH3:23][N:24]1[CH:28]=[C:27]([C:2]2[CH:3]=[CH:4][C:5]3[N:11]4[CH2:12][C@H:8]([CH2:9][CH2:10]4)[N:7]([C:13]([NH:15][C:16]4[CH:21]=[N:20][CH:19]=[CH:18][N:17]=4)=[O:14])[C:6]=3[N:22]=2)[CH:26]=[N:25]1. The catalyst class is: 333. (4) Reactant: [CH2:1]([N:3]1[CH2:11][C:10]2[C:5](=[CH:6][CH:7]=[C:8]([N+:12]([O-])=O)[CH:9]=2)[CH2:4]1)[CH3:2].CCN(CC)CC.[CH3:22][C:23](OC(C)=O)=[O:24]. Product: [CH2:1]([N:3]1[CH2:11][C:10]2[C:5](=[CH:6][CH:7]=[C:8]([NH:12][C:23](=[O:24])[CH3:22])[CH:9]=2)[CH2:4]1)[CH3:2]. The catalyst class is: 19. (5) Reactant: Cl[C:2]1[N:7]=[C:6]([N:8]2[CH2:13][CH2:12][CH2:11][C@@H:10]([NH:14][C:15](=[O:19])[N:16]([CH3:18])[CH3:17])[C@H:9]2[CH3:20])[CH:5]=[N:4][C:3]=1[C:21]#[N:22].[NH2:23][C:24]1[CH:29]=[CH:28][C:27]([C:30]2([CH3:43])[CH2:35][CH2:34][N:33]([C:36]([O:38][C:39]([CH3:42])([CH3:41])[CH3:40])=[O:37])[CH2:32][CH2:31]2)=[CH:26][CH:25]=1.C(=O)([O-])[O-].[Cs+].[Cs+].C1C=CC(P(C2C(C3C(P(C4C=CC=CC=4)C4C=CC=CC=4)=CC=C4C=3C=CC=C4)=C3C(C=CC=C3)=CC=2)C2C=CC=CC=2)=CC=1. Product: [C:21]([C:3]1[C:2]([NH:23][C:24]2[CH:29]=[CH:28][C:27]([C:30]3([CH3:43])[CH2:31][CH2:32][N:33]([C:36]([O:38][C:39]([CH3:42])([CH3:41])[CH3:40])=[O:37])[CH2:34][CH2:35]3)=[CH:26][CH:25]=2)=[N:7][C:6]([N:8]2[CH2:13][CH2:12][CH2:11][C@@H:10]([NH:14][C:15]([N:16]([CH3:18])[CH3:17])=[O:19])[C@H:9]2[CH3:20])=[CH:5][N:4]=1)#[N:22]. The catalyst class is: 231. (6) Reactant: [C:1]([C:4]1[C:22](=[O:23])[C@@:8]2([CH3:24])[C:9]3[C:15]([OH:16])=[CH:14][C:13]([O:17][CH3:18])=[C:12]([C:19]([NH2:21])=[O:20])[C:10]=3[O:11][C:7]2=[CH:6][C:5]=1[OH:25])(=[O:3])[CH3:2].[CH2:26]([C:30]1[C:31]([CH3:40])=[C:32]([C:35]([CH3:39])=[C:36](C)[CH:37]=1)[CH:33]=O)[CH2:27][CH2:28][CH3:29].[CH2:41]([SiH](CC)CC)C.FC(F)(F)C(O)=O. Product: [C:1]([C:4]1[C:22](=[O:23])[C@@:8]2([CH3:24])[C:9]3[C:15]([OH:16])=[CH:14][C:13]([O:17][CH3:18])=[C:12]([C:19]([NH:21][CH2:40][CH:31]4[C:32]([CH3:33])=[C:35]([CH3:39])[CH:36]=[CH:37][C:30]4([CH2:26][CH2:27][CH2:28][CH3:29])[CH3:41])=[O:20])[C:10]=3[O:11][C:7]2=[CH:6][C:5]=1[OH:25])(=[O:3])[CH3:2]. The catalyst class is: 10. (7) Reactant: [Cl:1][C:2]1[N:7]=[C:6]([NH2:8])[C:5]([N+:9]([O-:11])=[O:10])=[CH:4][CH:3]=1.C(O)(=O)C.C(O)(=O)C.IC1C=CC=CC=1. Product: [Cl:1][C:2]1[CH:3]=[CH:4][C:5]2[C:6](=[N:8][O:10][N+:9]=2[O-:11])[N:7]=1. The catalyst class is: 21. (8) Reactant: C(OC([N:8]([OH:24])[C:9]1([CH2:18][C:19]2[S:20][CH:21]=[CH:22][CH:23]=2)[C:14](=[O:15])[NH:13][C:12](=[O:16])[NH:11][C:10]1=[O:17])=O)(C)(C)C. Product: [OH:24][NH:8][C:9]1([CH2:18][C:19]2[S:20][CH:21]=[CH:22][CH:23]=2)[C:10](=[O:17])[NH:11][C:12](=[O:16])[NH:13][C:14]1=[O:15]. The catalyst class is: 361.